From a dataset of Retrosynthesis with 50K atom-mapped reactions and 10 reaction types from USPTO. Predict the reactants needed to synthesize the given product. Given the product c1cncc(-c2ccnc3nc(N4CCNCC4)nn23)c1, predict the reactants needed to synthesize it. The reactants are: O=C(OCc1ccccc1)N1CCN(c2nc3nccc(-c4cccnc4)n3n2)CC1.